This data is from Reaction yield outcomes from USPTO patents with 853,638 reactions. The task is: Predict the reaction yield, written as a fraction of the theoretical maximum amount of product (1.0 means a 100% yield; for example, 0.34 means a 34% yield). (1) The reactants are [CH3:1][O:2][C:3]([C:5]1[C:14]2[C:9](=[CH:10][CH:11]=[CH:12][CH:13]=2)[C:8](=[O:15])[NH:7][CH:6]=1)=[O:4].C(=O)([O-])[O-].[K+].[K+].CN(C=O)C.[CH:27]1(I)[CH2:31][CH2:30][CH2:29][CH2:28]1. The catalyst is O. The product is [CH:27]1([N:7]2[CH:6]=[C:5]([C:3]([O:2][CH3:1])=[O:4])[C:14]3[C:9](=[CH:10][CH:11]=[CH:12][CH:13]=3)[C:8]2=[O:15])[CH2:31][CH2:30][CH2:29][CH2:28]1. The yield is 0.230. (2) The reactants are [Si:1]([O:8][C:9]1[CH:10]=[C:11]([NH:16][C:17](=[O:28])[C:18]2[CH:23]=[CH:22][C:21]([C:24]([CH3:27])([CH3:26])[CH3:25])=[CH:20][CH:19]=2)[C:12]([NH2:15])=[CH:13][CH:14]=1)([C:4]([CH3:7])([CH3:6])[CH3:5])([CH3:3])[CH3:2].[Cl:29][C:30]1[C:38]2[C:33](=[CH:34][C:35]([C:39](O)=[O:40])=[CH:36][CH:37]=2)[NH:32][CH:31]=1. No catalyst specified. The product is [Si:1]([O:8][C:9]1[CH:10]=[C:11]([NH:16][C:17](=[O:28])[C:18]2[CH:23]=[CH:22][C:21]([C:24]([CH3:27])([CH3:26])[CH3:25])=[CH:20][CH:19]=2)[C:12]([NH:15][C:39]([C:35]2[CH:34]=[C:33]3[C:38]([C:30]([Cl:29])=[CH:31][NH:32]3)=[CH:37][CH:36]=2)=[O:40])=[CH:13][CH:14]=1)([C:4]([CH3:7])([CH3:6])[CH3:5])([CH3:3])[CH3:2]. The yield is 0.720.